Dataset: Reaction yield outcomes from USPTO patents with 853,638 reactions. Task: Predict the reaction yield, written as a fraction of the theoretical maximum amount of product (1.0 means a 100% yield; for example, 0.34 means a 34% yield). (1) The reactants are [F:1][C:2]([F:32])([F:31])[C:3]1[CH:26]=[C:25]([C:27]([F:30])([F:29])[F:28])[CH:24]=[CH:23][C:4]=1[CH2:5][O:6][C:7]1[CH:12]=[CH:11][C:10](/[CH:13]=[C:14]2/[C:15](=S)[NH:16][C:17](=[O:19])[S:18]/2)=[CH:9][C:8]=1[O:21][CH3:22].[CH2:33]([N:35]([CH2:39][CH3:40])[CH2:36][CH2:37][NH2:38])[CH3:34]. The catalyst is CO. The product is [F:32][C:2]([F:1])([F:31])[C:3]1[CH:26]=[C:25]([C:27]([F:28])([F:30])[F:29])[CH:24]=[CH:23][C:4]=1[CH2:5][O:6][C:7]1[CH:12]=[CH:11][C:10](/[CH:13]=[C:14]2/[C:15]([NH:38][CH2:37][CH2:36][N:35]([CH2:39][CH3:40])[CH2:33][CH3:34])=[N:16][C:17](=[O:19])[S:18]/2)=[CH:9][C:8]=1[O:21][CH3:22]. The yield is 0.570. (2) The reactants are [CH2:1]([C:4]1[CH:9]=[CH:8][CH:7]=[CH:6][CH:5]=1)[CH:2]=[CH2:3].[N+:10]([CH2:13][C:14]([O:16][CH2:17][CH3:18])=[O:15])([O-])=[O:11].C1N2CCN(CC2)C1. The catalyst is C(O)C. The product is [CH2:1]([CH:2]1[O:11][N:10]=[C:13]([C:14]([O:16][CH2:17][CH3:18])=[O:15])[CH2:3]1)[C:4]1[CH:9]=[CH:8][CH:7]=[CH:6][CH:5]=1. The yield is 0.850. (3) The reactants are [CH3:1][C:2]1[N:6]([CH2:7][C:8]2[CH:26]=[CH:25][C:11]3/[C:12](=[CH:21]/[C:22](O)=[O:23])/[C:13]4[CH:20]=[CH:19][CH:18]=[CH:17][C:14]=4[CH2:15][CH2:16][C:10]=3[CH:9]=2)[C:5]2[CH:27]=[C:28]([C:32]3[CH:37]=[CH:36][CH:35]=[CH:34][CH:33]=3)[CH:29]=[C:30]([CH3:31])[C:4]=2[N:3]=1.[NH2:38][C:39]1[CH:44]=[CH:43][CH:42]=[CH:41][CH:40]=1.C(N=C=NCCCN(C)C)C.ON1C2C=CC=CC=2N=N1.C(=O)([O-])O.[Na+]. The catalyst is CN(C=O)C. The product is [C:39]1([NH:38][C:22](=[O:23])/[CH:21]=[C:12]2\[C:13]3[CH:20]=[CH:19][CH:18]=[CH:17][C:14]=3[CH2:15][CH2:16][C:10]3[CH:9]=[C:8]([CH2:7][N:6]4[C:5]5[CH:27]=[C:28]([C:32]6[CH:37]=[CH:36][CH:35]=[CH:34][CH:33]=6)[CH:29]=[C:30]([CH3:31])[C:4]=5[N:3]=[C:2]4[CH3:1])[CH:26]=[CH:25][C:11]\2=3)[CH:44]=[CH:43][CH:42]=[CH:41][CH:40]=1. The yield is 0.830.